Dataset: Full USPTO retrosynthesis dataset with 1.9M reactions from patents (1976-2016). Task: Predict the reactants needed to synthesize the given product. (1) Given the product [CH3:1][C:2]1[N:3]=[C:4]([C:13]2[CH:18]=[CH:17][CH:16]=[CH:15][CH:14]=2)[CH:5]=[C:6]2[C:11]=1[C:10](=[O:12])[NH:9][CH2:8][CH2:7]2, predict the reactants needed to synthesize it. The reactants are: [CH3:1][C:2]1[N:3]=[C:4]([C:13]2[CH:18]=[CH:17][CH:16]=[CH:15][CH:14]=2)[CH:5]=[C:6]2[C:11]=1[C:10](=[O:12])[NH:9][CH:8]=[CH:7]2.[H][H]. (2) Given the product [Cl:5][C:6]1[CH:14]=[CH:13][C:9]([C:10]([OH:12])=[O:11])=[C:8]([CH3:15])[C:7]=1[N+:1]([O-:4])=[O:2], predict the reactants needed to synthesize it. The reactants are: [N+:1]([O-:4])(O)=[O:2].[Cl:5][C:6]1[CH:14]=[CH:13][C:9]([C:10]([OH:12])=[O:11])=[C:8]([CH3:15])[CH:7]=1. (3) Given the product [CH3:17][C:12]1[CH:13]=[C:14]([CH3:16])[CH:15]=[C:10]([CH3:23])[C:11]=1[S:18]([O-:21])(=[O:20])=[O:19].[NH2:22][N:4]1[C:5]([CH3:8])=[CH:6][N:7]=[C:2]([CH3:1])[C:3]1=[NH2+:9], predict the reactants needed to synthesize it. The reactants are: [CH3:1][C:2]1[C:3]([NH2:9])=[N:4][C:5]([CH3:8])=[CH:6][N:7]=1.[C:10]1([CH3:23])[CH:15]=[C:14]([CH3:16])[CH:13]=[C:12]([CH3:17])[C:11]=1[S:18]([O:21][NH2:22])(=[O:20])=[O:19]. (4) The reactants are: [NH2:1][C:2]1[NH:6][N:5]=[C:4]([CH2:7][CH2:8][C:9]2[N:14]=[C:13]([C:15]([NH:17][CH3:18])=[O:16])[CH:12]=[C:11]([O:19][CH3:20])[CH:10]=2)[CH:3]=1.Cl[C:22]1[CH:27]=[CH:26][N:25]=[C:24]([NH:28][CH2:29][C:30]2[O:34][N:33]=[C:32]([CH3:35])[CH:31]=2)[N:23]=1. Given the product [CH3:20][O:19][C:11]1[CH:10]=[C:9]([CH2:8][CH2:7][C:4]2[CH:3]=[C:2]([NH:1][C:22]3[CH:27]=[CH:26][N:25]=[C:24]([NH:28][CH2:29][C:30]4[O:34][N:33]=[C:32]([CH3:35])[CH:31]=4)[N:23]=3)[NH:6][N:5]=2)[N:14]=[C:13]([C:15]([NH:17][CH3:18])=[O:16])[CH:12]=1, predict the reactants needed to synthesize it.